Regression. Given two drug SMILES strings and cell line genomic features, predict the synergy score measuring deviation from expected non-interaction effect. From a dataset of NCI-60 drug combinations with 297,098 pairs across 59 cell lines. (1) Drug 1: CC1=C(C=C(C=C1)NC2=NC=CC(=N2)N(C)C3=CC4=NN(C(=C4C=C3)C)C)S(=O)(=O)N.Cl. Drug 2: CS(=O)(=O)C1=CC(=C(C=C1)C(=O)NC2=CC(=C(C=C2)Cl)C3=CC=CC=N3)Cl. Cell line: KM12. Synergy scores: CSS=30.1, Synergy_ZIP=4.41, Synergy_Bliss=10.1, Synergy_Loewe=5.59, Synergy_HSA=11.2. (2) Drug 1: C1=CC(=CC=C1CC(C(=O)O)N)N(CCCl)CCCl.Cl. Drug 2: C1C(C(OC1N2C=NC3=C(N=C(N=C32)Cl)N)CO)O. Cell line: OVCAR-8. Synergy scores: CSS=32.9, Synergy_ZIP=-8.59, Synergy_Bliss=-5.74, Synergy_Loewe=-10.7, Synergy_HSA=-4.03.